This data is from Forward reaction prediction with 1.9M reactions from USPTO patents (1976-2016). The task is: Predict the product of the given reaction. (1) Given the reactants [CH2:1]([O:4][C@@H:5]1[CH2:10][O:9][C:8]([CH3:12])([CH3:11])[O:7][C@H:6]1[CH:13]=[CH2:14])C=C, predict the reaction product. The product is: [CH3:12][C:8]1([CH3:11])[O:7][C@@H:6]2[CH:13]=[CH:14][CH2:1][O:4][C@H:5]2[CH2:10][O:9]1. (2) Given the reactants [Br:1][C:2]1[CH:3]=[N:4][C:5]2[N:6]([N:8]=[C:9]([C:11]([OH:13])=O)[CH:10]=2)[CH:7]=1.[CH3:14][N:15]1[C:20]2=[N:21][CH:22]=[CH:23][N:19]2[CH2:18][CH2:17][NH:16]1, predict the reaction product. The product is: [Br:1][C:2]1[CH:3]=[N:4][C:5]2[N:6]([N:8]=[C:9]([C:11]([N:16]3[CH2:17][CH2:18][N:19]4[CH:23]=[CH:22][N:21]=[C:20]4[N:15]3[CH3:14])=[O:13])[CH:10]=2)[CH:7]=1. (3) Given the reactants Cl[C:2]1[N:7]=[CH:6][N:5]=[C:4]([O:8][C:9]2[CH:35]=[CH:34][CH:33]=[CH:32][C:10]=2[CH2:11][NH:12][C:13]([NH:15][C:16]2[N:20]([C:21]3[CH:26]=[CH:25][C:24]([CH3:27])=[CH:23][CH:22]=3)[N:19]=[C:18]([C:28]([CH3:31])([CH3:30])[CH3:29])[CH:17]=2)=[O:14])[CH:3]=1.[CH3:36][N:37]1[CH2:41][CH2:40][CH2:39][CH:38]1[CH2:42][CH2:43][NH2:44].C(N(CC)C(C)C)(C)C.C(=O)(O)[O-].[Na+], predict the reaction product. The product is: [C:28]([C:18]1[CH:17]=[C:16]([NH:15][C:13]([NH:12][CH2:11][C:10]2[CH:32]=[CH:33][CH:34]=[CH:35][C:9]=2[O:8][C:4]2[CH:3]=[C:2]([NH:44][CH2:43][CH2:42][CH:38]3[CH2:39][CH2:40][CH2:41][N:37]3[CH3:36])[N:7]=[CH:6][N:5]=2)=[O:14])[N:20]([C:21]2[CH:26]=[CH:25][C:24]([CH3:27])=[CH:23][CH:22]=2)[N:19]=1)([CH3:31])([CH3:30])[CH3:29]. (4) Given the reactants [Cl:1][C:2]1[N:3]=[C:4](Cl)[C:5]2[CH:10]=[CH:9][S:8][C:6]=2[N:7]=1.CO.[NH:14]1[CH2:19][CH2:18][O:17][CH2:16][CH2:15]1, predict the reaction product. The product is: [Cl:1][C:2]1[N:3]=[C:4]([N:14]2[CH2:19][CH2:18][O:17][CH2:16][CH2:15]2)[C:5]2[CH:10]=[CH:9][S:8][C:6]=2[N:7]=1. (5) Given the reactants [O:1]=[C:2]1[CH:6]=[CH:5][C:4](=[O:7])[N:3]1[CH2:8][CH2:9][CH2:10][CH2:11][CH2:12][C:13]([NH:15][C@H:16]([C:20]([NH:22][C@H:23]([C:31]([NH:33][C:34]1[CH:39]=[CH:38][C:37]([CH2:40][O:41][C:42]([N:44]2[CH2:49][CH2:48][NH:47][CH2:46][CH2:45]2)=[O:43])=[CH:36][CH:35]=1)=[O:32])[CH2:24][CH2:25][CH2:26][NH:27][C:28](=[O:30])[NH2:29])=[O:21])[CH:17]([CH3:19])[CH3:18])=[O:14].[OH:50][C@:51]1([C:92](O)=[O:93])[CH2:68][C@H:67]([O:69][C@@H:70]2[O:84][C@@H:83]([CH3:85])[C@H:73]3[O:74][C@H:75]4[N:80]([C@H:72]3[CH2:71]2)[CH2:79][CH2:78][O:77][C@@H:76]4[O:81][CH3:82])[C:66]2[C:53](=[C:54]([OH:91])[C:55]3[C:56](=[O:90])[C:57]4[C:62]([C:63](=[O:87])[C:64]=3[C:65]=2[OH:86])=[C:61]([O:88][CH3:89])[CH:60]=[CH:59][CH:58]=4)[CH2:52]1.CN(C(ON1N=NC2C=CC=CC1=2)=[N+](C)C)C.[B-](F)(F)(F)F.C(N(CC)CC)C, predict the reaction product. The product is: [O:1]=[C:2]1[CH:6]=[CH:5][C:4](=[O:7])[N:3]1[CH2:8][CH2:9][CH2:10][CH2:11][CH2:12][C:13]([NH:15][C@H:16]([C:20]([NH:22][C@H:23]([C:31]([NH:33][C:34]1[CH:35]=[CH:36][C:37]([CH2:40][O:41][C:42]([N:44]2[CH2:45][CH2:46][N:47]([C:92]([C@@:51]3([OH:50])[CH2:68][C@H:67]([O:69][C@@H:70]4[O:84][C@@H:83]([CH3:85])[C@H:73]5[O:74][C@H:75]6[N:80]([C@H:72]5[CH2:71]4)[CH2:79][CH2:78][O:77][C@@H:76]6[O:81][CH3:82])[C:66]4[C:53](=[C:54]([OH:91])[C:55]5[C:56](=[O:90])[C:57]6[C:62]([C:63](=[O:87])[C:64]=5[C:65]=4[OH:86])=[C:61]([O:88][CH3:89])[CH:60]=[CH:59][CH:58]=6)[CH2:52]3)=[O:93])[CH2:48][CH2:49]2)=[O:43])=[CH:38][CH:39]=1)=[O:32])[CH2:24][CH2:25][CH2:26][NH:27][C:28](=[O:30])[NH2:29])=[O:21])[CH:17]([CH3:19])[CH3:18])=[O:14].